Task: Predict the reactants needed to synthesize the given product.. Dataset: Full USPTO retrosynthesis dataset with 1.9M reactions from patents (1976-2016) Given the product [OH:29][C@@:22]1([C:20]#[C:21][C:2]2[N:7]=[CH:6][N:5]=[C:4]([N:8]3[C:16]4[C:11](=[CH:12][CH:13]=[CH:14][CH:15]=4)[C:10]([C:17]([NH2:19])=[O:18])=[N:9]3)[CH:3]=2)[CH2:26][CH2:25][N:24]([CH3:27])[C:23]1=[O:28], predict the reactants needed to synthesize it. The reactants are: Cl[C:2]1[N:7]=[CH:6][N:5]=[C:4]([N:8]2[C:16]3[C:11](=[CH:12][CH:13]=[CH:14][CH:15]=3)[C:10]([C:17]([NH2:19])=[O:18])=[N:9]2)[CH:3]=1.[C:20]([C@:22]1([OH:29])[CH2:26][CH2:25][N:24]([CH3:27])[C:23]1=[O:28])#[CH:21].